Dataset: Catalyst prediction with 721,799 reactions and 888 catalyst types from USPTO. Task: Predict which catalyst facilitates the given reaction. (1) Reactant: [C:1]([O:5][C:6](=[O:40])[N:7]([C@@H:19]1[C@@H:24]([OH:25])[C@H:23]([CH2:26][C:27]2[CH:32]=[C:31]([F:33])[C:30]([NH2:34])=[C:29]([CH2:35][CH:36]=[CH2:37])[CH:28]=2)[CH2:22][S:21](=[O:39])(=[O:38])[CH2:20]1)[CH2:8][C:9]1[CH:14]=[CH:13][CH:12]=[C:11]([C:15]([CH3:18])([CH3:17])[CH3:16])[CH:10]=1)([CH3:4])([CH3:3])[CH3:2]. Product: [C:1]([O:5][C:6](=[O:40])[N:7]([C@@H:19]1[C@@H:24]([OH:25])[C@H:23]([CH2:26][C:27]2[CH:28]=[C:29]([CH2:35][CH2:36][CH3:37])[C:30]([NH2:34])=[C:31]([F:33])[CH:32]=2)[CH2:22][S:21](=[O:39])(=[O:38])[CH2:20]1)[CH2:8][C:9]1[CH:14]=[CH:13][CH:12]=[C:11]([C:15]([CH3:18])([CH3:17])[CH3:16])[CH:10]=1)([CH3:2])([CH3:3])[CH3:4]. The catalyst class is: 19. (2) Reactant: C([O:3][CH:4](OCC)[CH2:5][N:6]1[C:10](=[O:11])[C:9]2=[CH:12][CH:13]=[CH:14][CH:15]=[C:8]2[C:7]1=[O:16])C.Cl. Product: [O:16]=[C:7]1[C:8]2[C:9](=[CH:12][CH:13]=[CH:14][CH:15]=2)[C:10](=[O:11])[N:6]1[CH2:5][CH:4]=[O:3]. The catalyst class is: 1. (3) Reactant: [C:1]([O:5][C:6]([CH2:8][CH2:9][C:10]([NH:29][C:30]([CH2:32][CH2:33][C:34]([OH:36])=[O:35])=[O:31])([CH2:20][CH2:21][C:22]([O:24][C:25]([CH3:28])([CH3:27])[CH3:26])=[O:23])[CH2:11][CH2:12][C:13]([O:15][C:16]([CH3:19])([CH3:18])[CH3:17])=[O:14])=[O:7])([CH3:4])([CH3:3])[CH3:2].C([O-])(O)=O.[Na+].[C:42](=[O:49])([O:46][CH2:47]I)[S:43][CH2:44][CH3:45]. Product: [C:42](=[O:49])([S:43][CH2:44][CH3:45])[O:46][CH2:47][O:35][C:34](=[O:36])[CH2:33][CH2:32][C:30](=[O:31])[NH:29][C:10]([CH2:9][CH2:8][C:6]([O:5][C:1]([CH3:2])([CH3:3])[CH3:4])=[O:7])([CH2:20][CH2:21][C:22]([O:24][C:25]([CH3:26])([CH3:27])[CH3:28])=[O:23])[CH2:11][CH2:12][C:13]([O:15][C:16]([CH3:17])([CH3:18])[CH3:19])=[O:14]. The catalyst class is: 232. (4) Reactant: [N:1]1[CH:6]=[CH:5][CH:4]=[C:3]([NH2:7])[N:2]=1.Br[CH2:9][C:10](=O)[C:11]([O:13][CH2:14][CH3:15])=[O:12]. Product: [N:7]1[C:10]([C:11]([O:13][CH2:14][CH3:15])=[O:12])=[CH:9][N:2]2[C:3]=1[CH:4]=[CH:5][CH:6]=[N:1]2. The catalyst class is: 8. (5) Reactant: N1C=CC=CC=1.[C:7]([C:9]1[CH:10]=[C:11]2[C:15](=[CH:16][CH:17]=1)[NH:14][C:13](=[O:18])[C:12]2(O)[C:19]1[C:20]([O:25][CH2:26][CH3:27])=[N:21][CH:22]=[CH:23][CH:24]=1)#[N:8].S(Cl)([Cl:31])=O.ClCCl.CO. Product: [Cl:31][C:12]1([C:19]2[C:20]([O:25][CH2:26][CH3:27])=[N:21][CH:22]=[CH:23][CH:24]=2)[C:11]2[C:15](=[CH:16][CH:17]=[C:9]([C:7]#[N:8])[CH:10]=2)[NH:14][C:13]1=[O:18]. The catalyst class is: 4. (6) Reactant: [N+:1]([C:4]1[CH:5]=[C:6]([CH:9]=[CH:10][CH:11]=1)[CH2:7][NH2:8])([O-:3])=[O:2].[CH:12]1([N:18]=[C:19]=[O:20])[CH2:17][CH2:16][CH2:15][CH2:14][CH2:13]1. Product: [CH:12]1([NH:18][C:19]([NH:8][CH2:7][C:6]2[CH:9]=[CH:10][CH:11]=[C:4]([N+:1]([O-:3])=[O:2])[CH:5]=2)=[O:20])[CH2:17][CH2:16][CH2:15][CH2:14][CH2:13]1. The catalyst class is: 1. (7) Reactant: [Cl:1][C:2]1[N:7]=[C:6]([C:8]2[CH:9]=[N:10][N:11]([C:13]3([CH2:20][C:21]#[N:22])[CH2:18][CH2:17][CH:16]([OH:19])[CH2:15][CH2:14]3)[CH:12]=2)[CH:5]=[CH:4][N:3]=1.[CH3:23][C:24]1[O:28][N:27]=[C:26](O)[CH:25]=1.C1(P(C2C=CC=CC=2)C2C=CC=CC=2)C=CC=CC=1.N(C(OC(C)C)=O)=NC(OC(C)C)=O. Product: [Cl:1][C:2]1[N:7]=[C:6]([C:8]2[CH:9]=[N:10][N:11]([C:13]3([CH2:20][C:21]#[N:22])[CH2:18][CH2:17][CH:16]([O:19][C:26]4[CH:25]=[C:24]([CH3:23])[O:28][N:27]=4)[CH2:15][CH2:14]3)[CH:12]=2)[CH:5]=[CH:4][N:3]=1. The catalyst class is: 7.